From a dataset of Retrosynthesis with 50K atom-mapped reactions and 10 reaction types from USPTO. Predict the reactants needed to synthesize the given product. (1) Given the product COc1cc2nccc(Oc3ccc(NC(=O)Nc4ccccc4)cc3)c2cc1CN, predict the reactants needed to synthesize it. The reactants are: COc1cc2nccc(Oc3ccc(NC(=O)Nc4ccccc4)cc3)c2cc1C#N. (2) Given the product COC(=O)c1ccc(N2CCOC2=O)cc1N1CCCS1(=O)=O, predict the reactants needed to synthesize it. The reactants are: COC(=O)c1ccc(Br)cc1N1CCCS1(=O)=O.O=C1NCCO1. (3) The reactants are: CCCC[Sn](CCCC)(CCCC)c1ccccn1.CCOc1cc(OS(=O)(=O)C(F)(F)F)c(C2CC2)cc1C(=O)OC. Given the product CCOc1cc(-c2ccccn2)c(C2CC2)cc1C(=O)OC, predict the reactants needed to synthesize it. (4) The reactants are: CCOC(=O)c1nc(Br)c2ccccn12.OB(O)c1ccc(F)cc1. Given the product CCOC(=O)c1nc(-c2ccc(F)cc2)c2ccccn12, predict the reactants needed to synthesize it. (5) The reactants are: O=C(Cl)c1ccc(F)cc1.c1ccc(-c2nc(C3CCCNC3)no2)cc1. Given the product O=C(c1ccc(F)cc1)N1CCCC(c2noc(-c3ccccc3)n2)C1, predict the reactants needed to synthesize it. (6) Given the product ClCCCOc1ccc(-c2ccc(Br)cc2)cc1, predict the reactants needed to synthesize it. The reactants are: ClCCCBr.Oc1ccc(-c2ccc(Br)cc2)cc1. (7) Given the product COC(C)(C)C(=O)N[C@H]1CC[C@H](CCN2CCN(c3cccc4c3OCO4)CC2)CC1, predict the reactants needed to synthesize it. The reactants are: CC(C)(O)C(=O)NC1CCC(CCN2CCN(c3cccc4c3OCO4)CC2)CC1.CI.